This data is from Catalyst prediction with 721,799 reactions and 888 catalyst types from USPTO. The task is: Predict which catalyst facilitates the given reaction. (1) Reactant: C([O:4][CH2:5][C@@H:6]1[C@@H:11]([O:12]C(=O)C)[C@H:10]([O:16]C(=O)C)[C@H:9]([O:20]C(=O)C)[C@@H:8]([C:24]2[CH:29]=[CH:28][CH:27]=[C:26]([O:30][C@@H:31]3[C@@H:36]([O:37]C(=O)C)[C@@H:35]([O:41]C(=O)C)[C@H:34]([O:45]C(=O)C)[C@@H:33]([CH2:49][O:50]C(=O)C)[O:32]3)[CH:25]=2)[O:7]1)(=O)C.CO[Na]. Product: [OH:4][CH2:5][C@@H:6]1[C@@H:11]([OH:12])[C@H:10]([OH:16])[C@H:9]([OH:20])[C@@H:8]([C:24]2[CH:29]=[CH:28][CH:27]=[C:26]([O:30][C@@H:31]3[C@@H:36]([OH:37])[C@@H:35]([OH:41])[C@H:34]([OH:45])[C@@H:33]([CH2:49][OH:50])[O:32]3)[CH:25]=2)[O:7]1. The catalyst class is: 5. (2) Reactant: [CH:1]1([CH2:4][C:5]([OH:7])=O)[CH2:3][CH2:2]1.C(N(CC)CC)C.CC(C)(C)C(Cl)=O.[CH2:22]([C@H:29]1[CH2:33][O:32][C:31](=[O:34])[NH:30]1)[C:23]1[CH:28]=[CH:27][CH:26]=[CH:25][CH:24]=1.[Cl-].[Li+]. Product: [CH2:22]([C@H:29]1[CH2:33][O:32][C:31](=[O:34])[N:30]1[C:5](=[O:7])[CH2:4][CH:1]1[CH2:2][CH2:3]1)[C:23]1[CH:24]=[CH:25][CH:26]=[CH:27][CH:28]=1. The catalyst class is: 7. (3) Reactant: [C:1]([C:3]1[C:12]2[C:7](=[CH:8][CH:9]=[CH:10][CH:11]=2)[C:6](F)=[CH:5][CH:4]=1)#[N:2].[NH:14]1[CH2:18][CH2:17][CH:16]([OH:19])[CH2:15]1. Product: [OH:19][CH:16]1[CH2:17][CH2:18][N:14]([C:6]2[C:7]3[C:12](=[CH:11][CH:10]=[CH:9][CH:8]=3)[C:3]([C:1]#[N:2])=[CH:4][CH:5]=2)[CH2:15]1. The catalyst class is: 11. (4) Reactant: C(OC([N:8]1[CH2:12][CH2:11][CH2:10][CH:9]1[C:13](=[O:35])[NH:14][C:15]1[CH:20]=[CH:19][C:18]([C:21]2[CH:26]=[CH:25][CH:24]=[CH:23][C:22]=2[S:27]([CH3:30])(=[O:29])=[O:28])=[CH:17][C:16]=1[C:31]([F:34])([F:33])[F:32])=O)(C)(C)C.FC(F)(F)C(O)=O. Product: [CH3:30][S:27]([C:22]1[CH:23]=[CH:24][CH:25]=[CH:26][C:21]=1[C:18]1[CH:19]=[CH:20][C:15]([NH:14][C:13]([CH:9]2[CH2:10][CH2:11][CH2:12][NH:8]2)=[O:35])=[C:16]([C:31]([F:34])([F:32])[F:33])[CH:17]=1)(=[O:29])=[O:28]. The catalyst class is: 2. (5) Reactant: [H-].[Al+3].[Li+].[H-].[H-].[H-].C[O:8][C:9]([C:11]1[N:15]([CH:16]2[CH2:21][CH2:20][N:19]([C:22]([O:24][C:25]([CH3:28])([CH3:27])[CH3:26])=[O:23])[CH2:18][CH2:17]2)[N:14]=[CH:13][CH:12]=1)=O. Product: [OH:8][CH2:9][C:11]1[N:15]([CH:16]2[CH2:17][CH2:18][N:19]([C:22]([O:24][C:25]([CH3:28])([CH3:27])[CH3:26])=[O:23])[CH2:20][CH2:21]2)[N:14]=[CH:13][CH:12]=1. The catalyst class is: 1. (6) Reactant: [C:1]([O:4][C:5]1[CH:14]=[C:13]([NH:15]C(OC(C)(C)C)=O)[CH:12]=[CH:11][C:6]=1[C:7]([O:9][CH3:10])=[O:8])(=[O:3])[CH3:2].C(O)(C(F)(F)F)=O. Product: [C:1]([O:4][C:5]1[CH:14]=[C:13]([NH2:15])[CH:12]=[CH:11][C:6]=1[C:7]([O:9][CH3:10])=[O:8])(=[O:3])[CH3:2]. The catalyst class is: 2. (7) Reactant: [F:1][C:2]1[CH:16]=[CH:15][C:5]([CH2:6][O:7][C:8]2[CH:13]=[CH:12][NH:11][C:10](=[O:14])[CH:9]=2)=[CH:4][CH:3]=1.Br[C:18]1[CH:19]=[CH:20][C:21]2[N:25]=[C:24]([C:26]([CH:28]3[CH2:30][CH2:29]3)=[O:27])[N:23]([CH3:31])[C:22]=2[CH:32]=1.CNCCNC.C(=O)([O-])[O-].[K+].[K+]. Product: [CH:28]1([C:26]([C:24]2[N:23]([CH3:31])[C:22]3[CH:32]=[C:18]([N:11]4[CH:12]=[CH:13][C:8]([O:7][CH2:6][C:5]5[CH:15]=[CH:16][C:2]([F:1])=[CH:3][CH:4]=5)=[CH:9][C:10]4=[O:14])[CH:19]=[CH:20][C:21]=3[N:25]=2)=[O:27])[CH2:30][CH2:29]1. The catalyst class is: 846. (8) Reactant: FC(F)(F)C(O)=O.[NH2:8][C:9]1[C:10]2[C:11]3[C:12](=[N:24][NH:25][N:26]=2)[CH:13]=[C:14]([CH2:19][C:20]([NH:22][CH3:23])=[O:21])[C:15]=3[CH2:16][S:17][N:18]=1.Cl.[Cl:28][C:29]1[C:30]([CH2:38]Cl)=[N:31][CH:32]=[C:33]([CH3:37])[C:34]=1[O:35][CH3:36].C(=O)([O-])[O-].[K+].[K+]. Product: [NH2:8][C:9]1[C:10]2[C:11]3[C:12](=[N:24][N:25]([CH2:38][C:30]4[C:29]([Cl:28])=[C:34]([O:35][CH3:36])[C:33]([CH3:37])=[CH:32][N:31]=4)[N:26]=2)[CH:13]=[C:14]([CH2:19][C:20]([NH:22][CH3:23])=[O:21])[C:15]=3[CH2:16][S:17][N:18]=1. The catalyst class is: 9. (9) Reactant: [CH3:1][C:2]1([CH2:5][C@@:6]2([C:26]3[CH:31]=[CH:30][CH:29]=[CH:28][CH:27]=3)[O:11][C:10](=[O:12])[N:9]([C@H:13]3[CH2:18][CH2:17][CH2:16][N:15]([C:19]([O:21][C:22]([CH3:25])([CH3:24])[CH3:23])=[O:20])[CH2:14]3)[CH2:8][CH2:7]2)[CH2:4][O:3]1. Product: [OH:3][C:2]([CH3:4])([CH3:1])[CH2:5][C@@:6]1([C:26]2[CH:27]=[CH:28][CH:29]=[CH:30][CH:31]=2)[O:11][C:10](=[O:12])[N:9]([C@H:13]2[CH2:18][CH2:17][CH2:16][N:15]([C:19]([O:21][C:22]([CH3:25])([CH3:24])[CH3:23])=[O:20])[CH2:14]2)[CH2:8][CH2:7]1. The catalyst class is: 1. (10) Reactant: [CH:1]1([N:7]2[C:11]([CH2:12][CH2:13][CH2:14][CH2:15][O:16][C:17]3[CH:18]=[C:19]4[C:24](=[CH:25][CH:26]=3)[NH:23][C:22](=[O:27])[CH2:21][CH2:20]4)=[N:10][N:9]=[N:8]2)[CH2:6][CH2:5][CH2:4][CH2:3][CH2:2]1.C(N(CC)CC)C.[Br:35][CH2:36][CH:37]([CH2:42][Br:43])[CH2:38][C:39](Cl)=[O:40]. Product: [Br:35][CH2:36][CH:37]([CH2:42][Br:43])[CH2:38][C:39]([N:23]1[C:24]2[C:19](=[CH:18][C:17]([O:16][CH2:15][CH2:14][CH2:13][CH2:12][C:11]3[N:7]([CH:1]4[CH2:6][CH2:5][CH2:4][CH2:3][CH2:2]4)[N:8]=[N:9][N:10]=3)=[CH:26][CH:25]=2)[CH2:20][CH2:21][C:22]1=[O:27])=[O:40]. The catalyst class is: 1.